This data is from Forward reaction prediction with 1.9M reactions from USPTO patents (1976-2016). The task is: Predict the product of the given reaction. Given the reactants [CH3:1][N:2]([CH3:28])[C:3]([C:5]1[N:22]([CH:23]2[CH2:27][CH2:26][CH2:25][CH2:24]2)[C:8]2[N:9]=[C:10]([NH:13][C:14]3[CH:19]=[CH:18][C:17]([CH:20]=O)=[CH:16][N:15]=3)[N:11]=[CH:12][C:7]=2[CH:6]=1)=[O:4].[Cl-].[OH:30][CH:31]1[CH2:34][NH2+:33][CH2:32]1, predict the reaction product. The product is: [CH3:1][N:2]([CH3:28])[C:3]([C:5]1[N:22]([CH:23]2[CH2:24][CH2:25][CH2:26][CH2:27]2)[C:8]2[N:9]=[C:10]([NH:13][C:14]3[CH:19]=[CH:18][C:17]([CH2:20][N:33]4[CH2:34][CH:31]([OH:30])[CH2:32]4)=[CH:16][N:15]=3)[N:11]=[CH:12][C:7]=2[CH:6]=1)=[O:4].